Dataset: Peptide-MHC class I binding affinity with 185,985 pairs from IEDB/IMGT. Task: Regression. Given a peptide amino acid sequence and an MHC pseudo amino acid sequence, predict their binding affinity value. This is MHC class I binding data. The peptide sequence is APRTVALTA. The MHC is HLA-A11:01 with pseudo-sequence HLA-A11:01. The binding affinity (normalized) is 0.0847.